Dataset: Full USPTO retrosynthesis dataset with 1.9M reactions from patents (1976-2016). Task: Predict the reactants needed to synthesize the given product. (1) Given the product [NH2:1][C:2]1[CH:7]=[C:6]([C:17]2[CH:18]=[CH:19][C:20]([C:21]([F:23])([F:24])[F:22])=[C:15]([F:14])[CH:16]=2)[N:5]=[C:4]([C:9]([O:11][CH3:12])=[O:10])[C:3]=1[Cl:13], predict the reactants needed to synthesize it. The reactants are: [NH2:1][C:2]1[CH:7]=[C:6](Cl)[N:5]=[C:4]([C:9]([O:11][CH3:12])=[O:10])[C:3]=1[Cl:13].[F:14][C:15]1[CH:16]=[C:17](B2OC(C)(C)C(C)(C)O2)[CH:18]=[CH:19][C:20]=1[C:21]([F:24])([F:23])[F:22].[F-].[K+]. (2) Given the product [CH3:32][O:31][C:26]1[CH:25]=[C:24]([O:33][CH3:34])[CH:23]=[C:22]2[C:27]=1[C:28](=[O:30])[NH:29][C:20]([C:13]1[CH:14]=[CH:15][C:16]([O:18][CH3:19])=[CH:17][C:12]=1[NH:43][CH2:42][CH2:41][CH2:40][N:35]1[CH2:39][CH2:38][CH2:37][CH2:36]1)=[N:21]2, predict the reactants needed to synthesize it. The reactants are: C[Si]([N-][Si](C)(C)C)(C)C.[Li+].F[C:12]1[CH:17]=[C:16]([O:18][CH3:19])[CH:15]=[CH:14][C:13]=1[C:20]1[NH:29][C:28](=[O:30])[C:27]2[C:22](=[CH:23][C:24]([O:33][CH3:34])=[CH:25][C:26]=2[O:31][CH3:32])[N:21]=1.[N:35]1([CH2:40][CH2:41][CH2:42][NH2:43])[CH2:39][CH2:38][CH2:37][CH2:36]1. (3) Given the product [NH2:11][C:7]1[C:8]([F:10])=[CH:9][C:4]([CH2:3][OH:2])=[CH:5][C:6]=1[CH2:12][CH2:13][CH2:14][CH3:15], predict the reactants needed to synthesize it. The reactants are: C[O:2][C:3](=O)[C:4]1[CH:9]=[C:8]([F:10])[C:7]([NH2:11])=[C:6]([CH2:12][CH2:13][CH2:14][CH3:15])[CH:5]=1.[H-].[H-].[H-].[H-].[Li+].[Al+3].Cl.